This data is from Forward reaction prediction with 1.9M reactions from USPTO patents (1976-2016). The task is: Predict the product of the given reaction. (1) Given the reactants [F:1][CH:2]([F:14])[C:3]1[CH:12]=[CH:11][C:6]([C:7]([O:9]C)=[O:8])=[C:5]([F:13])[CH:4]=1.O.[OH-].[Li+].Cl, predict the reaction product. The product is: [F:14][CH:2]([F:1])[C:3]1[CH:12]=[CH:11][C:6]([C:7]([OH:9])=[O:8])=[C:5]([F:13])[CH:4]=1. (2) Given the reactants [C:1](N1C=CN=C1)(N1C=CN=C1)=[S:2].[NH2:13][C:14]1[CH:19]=[CH:18][C:17]([NH:20][C:21]([C:23]2[N:24]=[N:25][S:26][CH:27]=2)=[O:22])=[CH:16][CH:15]=1, predict the reaction product. The product is: [N:13]([C:14]1[CH:15]=[CH:16][C:17]([NH:20][C:21]([C:23]2[N:24]=[N:25][S:26][CH:27]=2)=[O:22])=[CH:18][CH:19]=1)=[C:1]=[S:2]. (3) The product is: [CH3:11][O:10][C:6]1[CH:5]=[C:4]([C:2](=[N:19][OH:20])[CH3:1])[CH:9]=[CH:8][CH:7]=1. Given the reactants [CH3:1][C:2]([C:4]1[CH:9]=[CH:8][CH:7]=[C:6]([O:10][CH3:11])[CH:5]=1)=O.C(=O)([O-])[O-].[K+].[K+].Cl.[NH2:19][OH:20], predict the reaction product.